Dataset: Full USPTO retrosynthesis dataset with 1.9M reactions from patents (1976-2016). Task: Predict the reactants needed to synthesize the given product. (1) Given the product [Cl:27][C:26]1[C:21]([C:14]2[C:15]3[C:20](=[CH:19][CH:18]=[CH:17][CH:16]=3)[NH:12][CH:13]=2)=[N:22][C:23]([NH:28][C:29]2[CH:30]=[C:31]([NH2:44])[C:32]([C:37]3[CH2:38][CH2:39][N:40]([CH3:43])[CH2:41][CH:42]=3)=[CH:33][C:34]=2[O:35][CH3:36])=[N:24][CH:25]=1, predict the reactants needed to synthesize it. The reactants are: [OH-].[Na+].C1(S([N:12]2[C:20]3[C:15](=[CH:16][CH:17]=[CH:18][CH:19]=3)[C:14]([C:21]3[C:26]([Cl:27])=[CH:25][N:24]=[C:23]([NH:28][C:29]4[CH:30]=[C:31]([NH2:44])[C:32]([C:37]5[CH2:38][CH2:39][N:40]([CH3:43])[CH2:41][CH:42]=5)=[CH:33][C:34]=4[O:35][CH3:36])[N:22]=3)=[CH:13]2)(=O)=O)C=CC=CC=1.C(=O)=O. (2) Given the product [NH2:2][C:1](=[S:15])[CH2:3][C:4]1[CH:13]=[CH:12][C:7]([C:8]([O:10][CH3:11])=[O:9])=[CH:6][CH:5]=1, predict the reactants needed to synthesize it. The reactants are: [C:1]([CH2:3][C:4]1[CH:13]=[CH:12][C:7]([C:8]([O:10][CH3:11])=[O:9])=[CH:6][CH:5]=1)#[N:2].P([S-])(OCC)(OCC)=[S:15].C(=O)([O-])O.[Na+].[OH-].[Na+]. (3) Given the product [C:15]([C:2]1[CH:11]=[C:10]([N+:12]([O-:14])=[O:13])[CH:9]=[CH:8][C:3]=1[C:4]([O:6][CH3:7])=[O:5])#[N:16], predict the reactants needed to synthesize it. The reactants are: Cl[C:2]1[CH:11]=[C:10]([N+:12]([O-:14])=[O:13])[CH:9]=[CH:8][C:3]=1[C:4]([O:6][CH3:7])=[O:5].[C:15]([Cu])#[N:16]. (4) Given the product [CH2:11]([C:2]1[S:21][C:20]([NH:19][C:14]2[N:15]=[CH:16][CH:17]=[CH:18][N:13]=2)=[N:22][C:3]=1[C:5]1[CH:10]=[CH:9][CH:8]=[CH:7][N:6]=1)[CH3:12], predict the reactants needed to synthesize it. The reactants are: Br[CH:2]([CH2:11][CH3:12])[C:3]([C:5]1[CH:10]=[CH:9][CH:8]=[CH:7][N:6]=1)=O.[N:13]1[CH:18]=[CH:17][CH:16]=[N:15][C:14]=1[NH:19][C:20]([NH2:22])=[S:21]. (5) The reactants are: [Cl:1][C:2]1[CH:7]=[CH:6][C:5](F)=[C:4]([C:9]([OH:11])=[O:10])[N:3]=1.[CH3:12][NH2:13]. Given the product [Cl:1][C:2]1[N:3]=[C:4]([C:9]([OH:11])=[O:10])[C:5]([NH:13][CH3:12])=[CH:6][CH:7]=1, predict the reactants needed to synthesize it. (6) Given the product [C:10]12[CH:9]=[C:15]3[N:19]=[C:18]([CH:17]=[CH:16]3)[CH:49]=[C:48]3[NH:44][C:45]([CH:46]=[CH:50]3)=[CH:47][C:56]3=[N:23][C:52]([CH:53]=[CH:55]3)=[CH:51][C:13]([NH:14]1)=[CH:12][CH:11]=2, predict the reactants needed to synthesize it. The reactants are: CC1C=C(C)C([CH:9]([C:15]2[NH:19][CH:18]=[CH:17][CH:16]=2)[C:10]2[NH:14][CH:13]=[CH:12][CH:11]=2)=C(C)C=1.C([NH:23]C(SC1C=CC(C=O)=CC=1)=O)C.C(O)(C(F)(F)F)=O.CC[N:44]([CH:48]([CH3:50])[CH3:49])[CH:45]([CH3:47])[CH3:46].[C:51]1(Cl)C(=O)[C:56](Cl)=[C:55](Cl)[C:53](=O)[C:52]=1Cl. (7) Given the product [CH3:10][O:11][C:12]1[CH:19]=[CH:18][C:15]([CH2:16][NH:17][C:2]2[N:9]=[CH:8][CH:7]=[CH:6][C:3]=2[C:4]#[N:5])=[CH:14][CH:13]=1, predict the reactants needed to synthesize it. The reactants are: Cl[C:2]1[N:9]=[CH:8][CH:7]=[CH:6][C:3]=1[C:4]#[N:5].[CH3:10][O:11][C:12]1[CH:19]=[CH:18][C:15]([CH2:16][NH2:17])=[CH:14][CH:13]=1.C(N(CC)C(C)C)(C)C. (8) The reactants are: C[O:2][C:3]1[CH:8]=[CH:7][N:6]=[C:5]([C:9]2[CH:14]=[C:13]([O:15]C)[CH:12]=[CH:11][N:10]=2)[CH:4]=1.Br.O. Given the product [N:6]1[CH:7]=[CH:8][C:3]([OH:2])=[CH:4][C:5]=1[C:9]1[CH:14]=[C:13]([OH:15])[CH:12]=[CH:11][N:10]=1, predict the reactants needed to synthesize it.